Regression. Given a peptide amino acid sequence and an MHC pseudo amino acid sequence, predict their binding affinity value. This is MHC class I binding data. From a dataset of Peptide-MHC class I binding affinity with 185,985 pairs from IEDB/IMGT. The peptide sequence is KSWPAAIDW. The MHC is HLA-B15:17 with pseudo-sequence HLA-B15:17. The binding affinity (normalized) is 0.949.